From a dataset of Reaction yield outcomes from USPTO patents with 853,638 reactions. Predict the reaction yield, written as a fraction of the theoretical maximum amount of product (1.0 means a 100% yield; for example, 0.34 means a 34% yield). (1) The yield is 0.690. No catalyst specified. The reactants are [F:1][C:2]1[CH:7]=[CH:6][C:5]([S:8][CH2:9][CH2:10][CH2:11][C:12]([OH:14])=O)=[CH:4][CH:3]=1.[F:15][C:16]1[CH:17]=[CH:18][C:19]([O:25][CH3:26])=[C:20]([CH:24]=1)[CH2:21][NH:22][CH3:23]. The product is [F:15][C:16]1[CH:17]=[CH:18][C:19]([O:25][CH3:26])=[C:20]([CH:24]=1)[CH2:21][N:22]([CH3:23])[C:12](=[O:14])[CH2:11][CH2:10][CH2:9][S:8][C:5]1[CH:4]=[CH:3][C:2]([F:1])=[CH:7][CH:6]=1. (2) The reactants are [CH2:1]([O:3][C:4]1[CH:5]=[C:6]([CH:9]=[C:10]([O:14][CH2:15][CH3:16])[C:11]=1[S:12][CH3:13])[CH:7]=[O:8])[CH3:2].[OH:17]O. The catalyst is C(O)(=O)C. The product is [CH2:1]([O:3][C:4]1[CH:5]=[C:6]([CH:9]=[C:10]([O:14][CH2:15][CH3:16])[C:11]=1[S:12]([CH3:13])=[O:17])[CH:7]=[O:8])[CH3:2]. The yield is 0.840. (3) The reactants are [CH2:1]([C:5]1[O:6][C:7]2[CH:22]=[CH:21][CH:20]=[CH:19][C:8]=2[C:9]=1[CH:10](O)[C:11]1[CH:16]=[CH:15][C:14]([OH:17])=[CH:13][CH:12]=1)[CH2:2][CH2:3][CH3:4].C([SiH](CC)CC)C.B(F)(F)F.CCOCC. The catalyst is CC#N. The product is [CH2:1]([C:5]1[O:6][C:7]2[CH:22]=[CH:21][CH:20]=[CH:19][C:8]=2[C:9]=1[CH2:10][C:11]1[CH:12]=[CH:13][C:14]([OH:17])=[CH:15][CH:16]=1)[CH2:2][CH2:3][CH3:4]. The yield is 0.890.